This data is from Full USPTO retrosynthesis dataset with 1.9M reactions from patents (1976-2016). The task is: Predict the reactants needed to synthesize the given product. (1) The reactants are: O.O.O.[F-].C([N+](CCCC)(CCCC)CCCC)CCC.C[Si](C)(C)[C:24]#[C:25][C:26]1([CH3:30])[CH2:29][O:28][CH2:27]1.Br[C:34]1[CH:35]=[C:36]2[C@:47]3([CH2:52][CH2:51][O:50][C:49]([NH2:53])=[N:48]3)[C:46]3[C:41](=[CH:42][CH:43]=[C:44]([C:54]4[C:55]([F:60])=[N:56][CH:57]=[CH:58][CH:59]=4)[CH:45]=3)[O:40][C:37]2=[N:38][CH:39]=1. Given the product [F:60][C:55]1[CH:54]=[CH:59][CH:58]=[CH:57][N:56]=1.[CH3:30][C:26]1([C:25]#[C:24][C:34]2[CH:35]=[C:36]3[C:47]4([CH2:52][CH2:51][O:50][C:49]([NH2:53])=[N:48]4)[C:46]4[C:41](=[CH:42][CH:43]=[CH:44][CH:45]=4)[O:40][C:37]3=[N:38][CH:39]=2)[CH2:29][O:28][CH2:27]1, predict the reactants needed to synthesize it. (2) Given the product [N+:2]([C:5]1[CH:6]=[C:12]2[CH:13]=[C:14]([C:16]([O:18][CH3:19])=[O:17])[O:15][C:11]2=[N:10][CH:8]=1)([O-:4])=[O:3], predict the reactants needed to synthesize it. The reactants are: O.[N+:2]([CH:5]([CH:8]=O)[CH:6]=O)([O-:4])=[O:3].[NH2:10][C:11]1[O:15][C:14]([C:16]([O:18][CH3:19])=[O:17])=[CH:13][CH:12]=1.O.Cl. (3) Given the product [C:36]1([CH:7]([C:1]2[CH:6]=[CH:5][CH:4]=[CH:3][CH:2]=2)[O:8][CH:9]2[CH2:10][CH2:11][N:12]([CH2:15][CH2:16][CH2:17][NH:18][C:19]3[CH:20]=[CH:21][C:22]4[N:23]([CH:25]=[C:26]([C:28]([CH3:35])([CH3:34])[C:29]([OH:31])=[O:30])[N:27]=4)[N:24]=3)[CH2:13][CH2:14]2)[CH:41]=[CH:40][CH:39]=[CH:38][CH:37]=1, predict the reactants needed to synthesize it. The reactants are: [C:1]1([CH:7]([C:36]2[CH:41]=[CH:40][CH:39]=[CH:38][CH:37]=2)[O:8][CH:9]2[CH2:14][CH2:13][N:12]([CH2:15][CH2:16][CH2:17][NH:18][C:19]3[CH:20]=[CH:21][C:22]4[N:23]([CH:25]=[C:26]([C:28]([CH3:35])([CH3:34])[C:29]([O:31]CC)=[O:30])[N:27]=4)[N:24]=3)[CH2:11][CH2:10]2)[CH:6]=[CH:5][CH:4]=[CH:3][CH:2]=1.[OH-].[Na+]. (4) The reactants are: [OH:1][C@H:2]1[C:10]2[C:5](=[CH:6][CH:7]=[CH:8][CH:9]=2)[CH2:4][C@:3]1([CH2:20][C:21]1[CH:29]=[CH:28][C:24]([C:25](O)=[O:26])=[CH:23][CH:22]=1)[C:11]1[CH2:12][C:13]2[C:18]([CH:19]=1)=[CH:17][CH:16]=[CH:15][CH:14]=2.CC(OC(OC(OC(C)(C)C)=O)=O)(C)C.[N:45]1C=CC=CC=1.C(=O)(O)[O-].[NH4+]. Given the product [OH:1][C@H:2]1[C:10]2[C:5](=[CH:6][CH:7]=[CH:8][CH:9]=2)[CH2:4][C@:3]1([CH2:20][C:21]1[CH:29]=[CH:28][C:24]([C:25]([NH2:45])=[O:26])=[CH:23][CH:22]=1)[C:11]1[CH2:12][C:13]2[C:18]([CH:19]=1)=[CH:17][CH:16]=[CH:15][CH:14]=2, predict the reactants needed to synthesize it. (5) Given the product [Cl:24][C:25]1[N:30]=[CH:29][C:28]([C:31]2[N:32]=[C:33]([O:41][CH2:42][CH2:43][O:44][CH3:45])[C:34]3[CH2:40][N:39]([C:10]([C:3]4[CH:2]=[N:1][N:5]5[CH:6]=[CH:7][CH:8]=[CH:9][C:4]=45)=[O:12])[CH2:38][CH2:37][C:35]=3[N:36]=2)=[CH:27][CH:26]=1, predict the reactants needed to synthesize it. The reactants are: [N:1]1[N:5]2[CH:6]=[CH:7][CH:8]=[CH:9][C:4]2=[C:3]([C:10]([OH:12])=O)[CH:2]=1.CN(C)C=O.C(Cl)(=O)C(Cl)=O.[Cl:24][C:25]1[N:30]=[CH:29][C:28]([C:31]2[N:32]=[C:33]([O:41][CH2:42][CH2:43][O:44][CH3:45])[C:34]3[CH2:40][NH:39][CH2:38][CH2:37][C:35]=3[N:36]=2)=[CH:27][CH:26]=1.